This data is from Merck oncology drug combination screen with 23,052 pairs across 39 cell lines. The task is: Regression. Given two drug SMILES strings and cell line genomic features, predict the synergy score measuring deviation from expected non-interaction effect. (1) Drug 1: Cn1nnc2c(C(N)=O)ncn2c1=O. Drug 2: Cn1cc(-c2cnn3c(N)c(Br)c(C4CCCNC4)nc23)cn1. Cell line: SKOV3. Synergy scores: synergy=24.2. (2) Drug 1: NC1(c2ccc(-c3nc4ccn5c(=O)[nH]nc5c4cc3-c3ccccc3)cc2)CCC1. Drug 2: CCC1(O)C(=O)OCc2c1cc1n(c2=O)Cc2cc3c(CN(C)C)c(O)ccc3nc2-1. Cell line: RPMI7951. Synergy scores: synergy=5.11. (3) Drug 1: O=P1(N(CCCl)CCCl)NCCCO1. Drug 2: CS(=O)(=O)CCNCc1ccc(-c2ccc3ncnc(Nc4ccc(OCc5cccc(F)c5)c(Cl)c4)c3c2)o1. Cell line: HCT116. Synergy scores: synergy=-2.10. (4) Drug 1: CN(Cc1cnc2nc(N)nc(N)c2n1)c1ccc(C(=O)NC(CCC(=O)O)C(=O)O)cc1. Drug 2: CCc1cnn2c(NCc3ccc[n+]([O-])c3)cc(N3CCCCC3CCO)nc12. Cell line: LNCAP. Synergy scores: synergy=-3.00. (5) Synergy scores: synergy=0.959. Cell line: SKMES1. Drug 2: COC1CC2CCC(C)C(O)(O2)C(=O)C(=O)N2CCCCC2C(=O)OC(C(C)CC2CCC(OP(C)(C)=O)C(OC)C2)CC(=O)C(C)C=C(C)C(O)C(OC)C(=O)C(C)CC(C)C=CC=CC=C1C. Drug 1: O=C(NOCC(O)CO)c1ccc(F)c(F)c1Nc1ccc(I)cc1F. (6) Drug 1: Nc1ccn(C2OC(CO)C(O)C2(F)F)c(=O)n1. Drug 2: O=C(O)C1(Cc2cccc(Nc3nccs3)n2)CCC(Oc2cccc(Cl)c2F)CC1. Cell line: UACC62. Synergy scores: synergy=-0.547.